From a dataset of TCR-epitope binding with 47,182 pairs between 192 epitopes and 23,139 TCRs. Binary Classification. Given a T-cell receptor sequence (or CDR3 region) and an epitope sequence, predict whether binding occurs between them. (1) The epitope is VVYRGTTTY. Result: 0 (the TCR does not bind to the epitope). The TCR CDR3 sequence is CASSQAGREGRDEQFF. (2) The epitope is LLLGIGILV. The TCR CDR3 sequence is CATSERVANTEAFF. Result: 0 (the TCR does not bind to the epitope). (3) The epitope is ISPRTLNAW. The TCR CDR3 sequence is CASSLDRTSGTNEQFF. Result: 0 (the TCR does not bind to the epitope). (4) The epitope is HTDFSSEIIGY. The TCR CDR3 sequence is CASSKLGGPDEQFF. Result: 0 (the TCR does not bind to the epitope). (5) The epitope is KLWAQCVQL. The TCR CDR3 sequence is CASSSGQVDWDEQYF. Result: 1 (the TCR binds to the epitope). (6) The epitope is LPPAYTNSF. The TCR CDR3 sequence is CASSLGLGVEQFF. Result: 0 (the TCR does not bind to the epitope). (7) The epitope is KLFIRQEEV. The TCR CDR3 sequence is CASSPLSNTGELFF. Result: 0 (the TCR does not bind to the epitope).